Task: Predict the product of the given reaction.. Dataset: Forward reaction prediction with 1.9M reactions from USPTO patents (1976-2016) (1) Given the reactants [Cl:1][C:2]1[CH:3]=[C:4]([C@:8]2([CH2:13][N:14]([CH3:24])[S:15]([C:18]3[CH:23]=[CH:22][CH:21]=[CH:20][CH:19]=3)(=[O:17])=[O:16])[CH2:10][C@H:9]2[CH:11]=O)[CH:5]=[CH:6][CH:7]=1.ClC1C=C(CC#N)C=CC=1.[CH2:35]([C:42]1[N:46]=[C:45]([CH:47]2[CH2:52][CH2:51][NH:50][CH2:49][CH2:48]2)[O:44][N:43]=1)[C:36]1[CH:41]=[CH:40][CH:39]=[CH:38][CH:37]=1, predict the reaction product. The product is: [CH2:35]([C:42]1[N:46]=[C:45]([CH:47]2[CH2:52][CH2:51][N:50]([CH2:11][C@@H:9]3[CH2:10][C@@:8]3([CH2:13][N:14]([CH3:24])[S:15]([C:18]3[CH:23]=[CH:22][CH:21]=[CH:20][CH:19]=3)(=[O:17])=[O:16])[C:4]3[CH:5]=[CH:6][CH:7]=[C:2]([Cl:1])[CH:3]=3)[CH2:49][CH2:48]2)[O:44][N:43]=1)[C:36]1[CH:37]=[CH:38][CH:39]=[CH:40][CH:41]=1. (2) Given the reactants [Cl:1][C:2]1[C:7]([NH2:8])=[C:6]([Cl:9])[N:5]=[CH:4][N:3]=1.[CH:10]1([C:14](Cl)=[O:15])[CH2:13][CH2:12][CH2:11]1, predict the reaction product. The product is: [Cl:1][C:2]1[C:7]([NH:8][C:14]([CH:10]2[CH2:13][CH2:12][CH2:11]2)=[O:15])=[C:6]([Cl:9])[N:5]=[CH:4][N:3]=1. (3) Given the reactants [NH2:1][C@@H:2]1[CH2:12][C@H:5]2[CH2:6][N:7]([C:9]([NH2:11])=[O:10])[CH2:8][C@@:4]2([C:13]([N:15]2[CH2:24][CH2:23][C:22]3[C:17](=[CH:18][C:19]([C:25]([F:28])([F:27])[F:26])=[CH:20][CH:21]=3)[CH2:16]2)=[O:14])[CH2:3]1.[CH3:29][O:30][CH:31]1[C:36](=O)[CH2:35][CH2:34][O:33][CH2:32]1.C(O[BH-](OC(=O)C)OC(=O)C)(=O)C.[Na+], predict the reaction product. The product is: [CH3:29][O:30][C@H:31]1[C@@H:36]([NH:1][C@@H:2]2[CH2:12][C@H:5]3[CH2:6][N:7]([C:9]([NH2:11])=[O:10])[CH2:8][C@@:4]3([C:13]([N:15]3[CH2:24][CH2:23][C:22]4[C:17](=[CH:18][C:19]([C:25]([F:28])([F:27])[F:26])=[CH:20][CH:21]=4)[CH2:16]3)=[O:14])[CH2:3]2)[CH2:35][CH2:34][O:33][CH2:32]1. (4) The product is: [F:33][C:30]([F:31])([F:32])[CH2:29][O:28][C:18]1[C:19]([C:24]([CH3:26])([CH3:25])[CH3:27])=[CH:20][C:21]([CH3:23])=[CH:22][C:17]=1[C:16]1[C:10]2[CH:9]=[C:8]([C:6]([CH3:7])=[CH:5][C:4]([OH:34])=[O:3])[S:12][C:11]=2[CH:13]=[CH:14][CH:15]=1. Given the reactants C([O:3][C:4](=[O:34])[CH:5]=[C:6]([C:8]1[S:12][C:11]2[CH:13]=[CH:14][CH:15]=[C:16]([C:17]3[CH:22]=[C:21]([CH3:23])[CH:20]=[C:19]([C:24]([CH3:27])([CH3:26])[CH3:25])[C:18]=3[O:28][CH2:29][C:30]([F:33])([F:32])[F:31])[C:10]=2[CH:9]=1)[CH3:7])C.C1COCC1.[Li+].[OH-], predict the reaction product.